From a dataset of Retrosynthesis with 50K atom-mapped reactions and 10 reaction types from USPTO. Predict the reactants needed to synthesize the given product. The reactants are: CCOc1ccc(F)c(B(O)O)c1.CCc1cnc([C@H]2CC[C@@]3(CCN(C)C3=O)N2)cc1Br. Given the product CCOc1ccc(F)c(-c2cc([C@H]3CC[C@@]4(CCN(C)C4=O)N3)ncc2CC)c1, predict the reactants needed to synthesize it.